Dataset: Full USPTO retrosynthesis dataset with 1.9M reactions from patents (1976-2016). Task: Predict the reactants needed to synthesize the given product. Given the product [CH3:9][C:5]1[C:6]([CH3:8])=[CH:7][C:2]([B:23]([OH:25])[OH:24])=[C:3]([O:10][C@H:11]([CH2:13][CH:14]=[CH2:15])[CH3:12])[CH:4]=1, predict the reactants needed to synthesize it. The reactants are: Br[C:2]1[CH:7]=[C:6]([CH3:8])[C:5]([CH3:9])=[CH:4][C:3]=1[O:10][C@H:11]([CH2:13][CH:14]=[CH2:15])[CH3:12].FC1C=CC([B:23]([OH:25])[OH:24])=C(O[C@H](CC=C)C)C=1.